From a dataset of Reaction yield outcomes from USPTO patents with 853,638 reactions. Predict the reaction yield, written as a fraction of the theoretical maximum amount of product (1.0 means a 100% yield; for example, 0.34 means a 34% yield). (1) The reactants are [C:1]([O-:4])([O-])=O.[Cs+].[Cs+].[I:7][C:8]1[CH:13]=[CH:12][C:11]([C:14]2[C:18]3[CH2:19][N:20]([C:23](=[O:25])[CH3:24])[CH2:21][CH2:22][C:17]=3[NH:16][N:15]=2)=[CH:10][CH:9]=1.[CH2:26]([CH:28]1[O:30][CH2:29]1)Cl.[CH3:31][N:32]([CH:34]=O)[CH3:33]. No catalyst specified. The product is [OH:30][CH:28]([CH2:29][N:20]1[CH2:21][CH2:33][N:32]([C:34]2[CH:10]=[CH:9][CH:8]=[CH:13][C:1]=2[OH:4])[CH2:31][CH2:19]1)[CH2:26][N:16]1[C:17]2[CH2:22][CH2:21][N:20]([C:23](=[O:25])[CH3:24])[CH2:19][C:18]=2[C:14]([C:11]2[CH:10]=[CH:9][C:8]([I:7])=[CH:13][CH:12]=2)=[N:15]1. The yield is 0.580. (2) The reactants are [OH-].[Na+].BrBr.O(Br)[Na].[OH:8][C@H:9]1[CH2:14][C@H:13]([CH3:15])[CH2:12][CH2:11][C@H:10]1[C:16](=[O:18])C.[O-:19]S([O-])=O.[Na+].[Na+].Cl. The catalyst is O.O1CCOCC1. The product is [OH:8][C@H:9]1[CH2:14][C@H:13]([CH3:15])[CH2:12][CH2:11][C@H:10]1[C:16]([OH:18])=[O:19]. The yield is 0.920. (3) The reactants are [Cl:1][C:2]1[CH:3]=[C:4]2[C:9](=[CH:10][CH:11]=1)[N:8]=[C:7]([O:12][CH3:13])[C:6]([NH:14][C:15](=[O:19])OCC)=[N:5]2.[CH3:20][O:21][C:22]1[CH:27]=[CH:26][C:25]([N:28]2[CH2:33][CH2:32][NH:31][CH2:30][CH2:29]2)=[CH:24][CH:23]=1. No catalyst specified. The product is [Cl:1][C:2]1[CH:3]=[C:4]2[C:9](=[CH:10][CH:11]=1)[N:8]=[C:7]([O:12][CH3:13])[C:6]([NH:14][C:15]([N:31]1[CH2:30][CH2:29][N:28]([C:25]3[CH:24]=[CH:23][C:22]([O:21][CH3:20])=[CH:27][CH:26]=3)[CH2:33][CH2:32]1)=[O:19])=[N:5]2. The yield is 0.810. (4) The reactants are C([O:4][CH2:5][C:6]1[C:11]([N:12]2[CH2:24][CH2:23][N:15]3[C:16]4[CH2:17][CH2:18][CH2:19][CH2:20][C:21]=4[CH:22]=[C:14]3[C:13]2=[O:25])=[CH:10][C:9]([F:26])=[CH:8][C:7]=1[C:27]1[CH:32]=[C:31]([NH:33][C:34]2[CH:39]=[CH:38][C:37]([N:40]3[CH2:45][CH2:44][N:43]([CH:46]4[CH2:49][O:48][CH2:47]4)[CH2:42][C@@H:41]3[CH3:50])=[CH:36][N:35]=2)[C:30](=[O:51])[N:29]([CH3:52])[CH:28]=1)(=O)C.O.[Li+].[OH-]. The catalyst is C1COCC1. The product is [F:26][C:9]1[CH:8]=[C:7]([C:27]2[CH:32]=[C:31]([NH:33][C:34]3[CH:39]=[CH:38][C:37]([N:40]4[CH2:45][CH2:44][N:43]([CH:46]5[CH2:47][O:48][CH2:49]5)[CH2:42][C@@H:41]4[CH3:50])=[CH:36][N:35]=3)[C:30](=[O:51])[N:29]([CH3:52])[CH:28]=2)[C:6]([CH2:5][OH:4])=[C:11]([N:12]2[CH2:24][CH2:23][N:15]3[C:16]4[CH2:17][CH2:18][CH2:19][CH2:20][C:21]=4[CH:22]=[C:14]3[C:13]2=[O:25])[CH:10]=1. The yield is 0.420. (5) The reactants are Br[C:2]1[CH:3]=[CH:4][C:5]([C:8]([N:10]([CH2:14][C:15]2[CH:31]=[CH:30][CH:29]=[CH:28][C:16]=2[O:17][CH2:18][CH2:19][CH2:20][CH2:21][CH2:22][C:23]([O:25][CH2:26][CH3:27])=[O:24])[CH:11]([CH3:13])[CH3:12])=[O:9])=[N:6][CH:7]=1.[O:32]1[CH:36]=[CH:35][CH:34]=[C:33]1B(O)O.C([O-])([O-])=O.[Na+].[Na+].C(Cl)Cl. The catalyst is COCCOC.O. The product is [O:32]1[CH:36]=[CH:35][CH:34]=[C:33]1[C:2]1[CH:3]=[CH:4][C:5]([C:8]([N:10]([CH2:14][C:15]2[CH:31]=[CH:30][CH:29]=[CH:28][C:16]=2[O:17][CH2:18][CH2:19][CH2:20][CH2:21][CH2:22][C:23]([O:25][CH2:26][CH3:27])=[O:24])[CH:11]([CH3:13])[CH3:12])=[O:9])=[N:6][CH:7]=1. The yield is 0.487. (6) The reactants are CS(O)(=O)=O.[CH:6]1([C:12]2[C:20]3[C:19](=[O:21])[NH:18][C:17]([C:22]4[CH:27]=[CH:26][C:25]([N:28]5CCC(O)CC5)=[CH:24][C:23]=4OC)=[N:16][C:15]=3[N:14]([CH3:37])[N:13]=2)[CH2:11][CH2:10][CH2:9][CH2:8][CH2:7]1.[N+](C1C=CC(C(Cl)=O)=CC=1)([O-])=O. The catalyst is N1C=CC=CC=1. The product is [NH2:28][C:25]1[CH:26]=[CH:27][C:22]([C:17]2[NH:18][C:19](=[O:21])[C:20]3[C:12]([CH:6]4[CH2:11][CH2:10][CH2:9][CH2:8][CH2:7]4)=[N:13][N:14]([CH3:37])[C:15]=3[N:16]=2)=[CH:23][CH:24]=1. The yield is 0.300. (7) The reactants are [NH2:1][CH2:2][C:3]1[CH:12]=[CH:11][CH:10]=[C:9]2[C:4]=1[CH:5]=[CH:6][C:7]([NH:13][C@H:14]1[C:22]3[C:17](=[CH:18][CH:19]=[CH:20][CH:21]=3)[CH2:16][CH2:15]1)=[N:8]2.[F:23][C:24]1[CH:31]=[CH:30][C:27]([CH:28]=O)=[CH:26][CH:25]=1.C(O)(=O)C. The catalyst is ClC(Cl)C. The product is [F:23][C:24]1[CH:31]=[CH:30][C:27]([CH2:28][NH:1][CH2:2][C:3]2[CH:12]=[CH:11][CH:10]=[C:9]3[C:4]=2[CH:5]=[CH:6][C:7]([NH:13][C@H:14]2[C:22]4[C:17](=[CH:18][CH:19]=[CH:20][CH:21]=4)[CH2:16][CH2:15]2)=[N:8]3)=[CH:26][CH:25]=1. The yield is 0.470. (8) The reactants are Br[CH2:2][C:3]([C:5]1[CH:10]=[CH:9][CH:8]=[CH:7][CH:6]=1)=O.[C:11]([CH2:13][C:14]([NH2:16])=[S:15])#[N:12].N. The catalyst is CCO. The product is [C:5]1([C:3]2[N:16]=[C:14]([CH2:13][C:11]#[N:12])[S:15][CH:2]=2)[CH:10]=[CH:9][CH:8]=[CH:7][CH:6]=1. The yield is 0.750. (9) The reactants are [OH:1][C:2]1[CH:7]=[CH:6][C:5]([CH2:8][CH2:9][CH2:10][OH:11])=[CH:4][CH:3]=1.[H-].[Na+].Br[CH2:15][CH2:16][CH2:17][CH2:18][CH2:19][C:20]#[N:21]. The catalyst is CN(C=O)C. The product is [C:20]([CH2:19][CH2:18][CH2:17][CH2:16][CH2:15][O:1][C:2]1[CH:3]=[CH:4][C:5]([CH2:8][CH2:9][CH2:10][O:11][CH2:15][CH2:16][CH2:17][CH2:18][CH2:19][C:20]#[N:21])=[CH:6][CH:7]=1)#[N:21]. The yield is 0.300. (10) The reactants are [C:1]([C:3]1[CH:8]=[CH:7][CH:6]=[CH:5][C:4]=1[C:9]1[CH:14]=[CH:13][C:12]([CH2:15][C:16]2[C:17](=[O:38])[N:18]([CH:28]3[CH2:31][CH:30]([C:32]([O:34]CCC)=O)[CH2:29]3)[C:19]3[N:20]([N:25]=[CH:26][N:27]=3)[C:21]=2[CH2:22][CH2:23][CH3:24])=[CH:11][CH:10]=1)#[N:2].[OH-].[Na+].Cl.[CH3:42][Mg]Br.[Cl-].[NH4+]. The catalyst is O1CCCC1.O.CO. The product is [C:32]([C@H:30]1[CH2:31][C@H:28]([N:18]2[C:17](=[O:38])[C:16]([CH2:15][C:12]3[CH:13]=[CH:14][C:9]([C:4]4[C:3]([C:1]#[N:2])=[CH:8][CH:7]=[CH:6][CH:5]=4)=[CH:10][CH:11]=3)=[C:21]([CH2:22][CH2:23][CH3:24])[N:20]3[N:25]=[CH:26][N:27]=[C:19]23)[CH2:29]1)(=[O:34])[CH3:42]. The yield is 0.280.